From a dataset of Full USPTO retrosynthesis dataset with 1.9M reactions from patents (1976-2016). Predict the reactants needed to synthesize the given product. Given the product [Cl:1][C:2]1[N:7]=[CH:6][C:5]2[C:8]([I:11])=[CH:9][N:10]([CH:15]([CH3:17])[CH3:16])[C:4]=2[CH:3]=1, predict the reactants needed to synthesize it. The reactants are: [Cl:1][C:2]1[N:7]=[CH:6][C:5]2[C:8]([I:11])=[CH:9][NH:10][C:4]=2[CH:3]=1.[H-].[Na+].I[CH:15]([CH3:17])[CH3:16].